Dataset: Full USPTO retrosynthesis dataset with 1.9M reactions from patents (1976-2016). Task: Predict the reactants needed to synthesize the given product. (1) Given the product [F:1][C:2]1[C:3]([O:12][CH3:13])=[CH:4][C:5]([CH3:11])=[CH:6][C:7]=1[SH:8], predict the reactants needed to synthesize it. The reactants are: [F:1][C:2]1[C:7]([S:8](C)=O)=[CH:6][C:5]([CH3:11])=[CH:4][C:3]=1[O:12][CH3:13].C(OC(C(F)(F)F)=O)(C(F)(F)F)=O. (2) Given the product [Cl:34][C:7]1[CH:8]=[C:9]([C:12]2[CH:17]=[CH:16][C:15](=[O:18])[N:14]([CH2:19][CH2:20][O:21][C:22]3[C:31]4[C:26](=[CH:27][C:28]([O:32][CH3:33])=[CH:29][CH:30]=4)[N:25]=[CH:24][CH:23]=3)[N:13]=2)[CH:10]=[CH:11][C:6]=1[C:5]1[NH:4][CH2:3][CH2:2][N:1]=1, predict the reactants needed to synthesize it. The reactants are: [NH2:1][CH2:2][CH2:3][NH:4][C:5](=O)[C:6]1[CH:11]=[CH:10][C:9]([C:12]2[CH:17]=[CH:16][C:15](=[O:18])[N:14]([CH2:19][CH2:20][O:21][C:22]3[C:31]4[C:26](=[CH:27][C:28]([O:32][CH3:33])=[CH:29][CH:30]=4)[N:25]=[CH:24][CH:23]=3)[N:13]=2)=[CH:8][C:7]=1[Cl:34].Cl[Si](C)(C)C.[I-].[Na+].